From a dataset of Forward reaction prediction with 1.9M reactions from USPTO patents (1976-2016). Predict the product of the given reaction. The product is: [C:1]([O:5][C:6]([N:8]1[CH2:12][C@@H:11]([CH2:13][NH:14][C:15]([O:17][C:18]([CH3:21])([CH3:20])[CH3:19])=[O:16])[CH2:10][C@@H:9]1[CH2:22][CH:23]=[O:24])=[O:7])([CH3:2])([CH3:4])[CH3:3]. Given the reactants [C:1]([O:5][C:6]([N:8]1[CH2:12][C@@H:11]([CH2:13][NH:14][C:15]([O:17][C:18]([CH3:21])([CH3:20])[CH3:19])=[O:16])[CH2:10][C@@H:9]1/[CH:22]=[CH:23]/[O:24]C)=[O:7])([CH3:4])([CH3:3])[CH3:2].FC(F)(F)C(O)=O.C(OCC)(=O)C.C(=O)(O)[O-].[Na+], predict the reaction product.